This data is from Forward reaction prediction with 1.9M reactions from USPTO patents (1976-2016). The task is: Predict the product of the given reaction. (1) Given the reactants [NH2:1][C:2]1[C:11]2[C:6](=[C:7](I)[CH:8]=[CH:9][CH:10]=2)[N:5]=[N:4][C:3]=1[C:13]([NH:15][CH2:16][CH2:17][CH3:18])=[O:14].C([Sn](CCCC)(CCCC)[C:24]1[CH:29]=[N:28][CH:27]=[CH:26][N:25]=1)CCC, predict the reaction product. The product is: [NH2:1][C:2]1[C:11]2[C:6](=[C:7]([C:24]3[CH:29]=[N:28][CH:27]=[CH:26][N:25]=3)[CH:8]=[CH:9][CH:10]=2)[N:5]=[N:4][C:3]=1[C:13]([NH:15][CH2:16][CH2:17][CH3:18])=[O:14]. (2) Given the reactants [CH:1]([C:3]1[CH:8]=[CH:7][C:6]([C:9]2[CH:14]=[CH:13][CH:12]=[C:11]([CH2:15][NH:16][C:17](=[O:24])[C:18]3[CH:23]=[CH:22][CH:21]=[CH:20][CH:19]=3)[CH:10]=2)=[CH:5][CH:4]=1)=O.[S:25]1[CH2:29][C:28](=[O:30])[NH:27][C:26]1=[O:31], predict the reaction product. The product is: [O:31]=[C:26]1[NH:27][C:28](=[O:30])[C:29](=[CH:1][C:3]2[CH:4]=[CH:5][C:6]([C:9]3[CH:14]=[CH:13][CH:12]=[C:11]([CH2:15][NH:16][C:17](=[O:24])[C:18]4[CH:19]=[CH:20][CH:21]=[CH:22][CH:23]=4)[CH:10]=3)=[CH:7][CH:8]=2)[S:25]1. (3) Given the reactants [C:1]([O:5][CH2:6][C:7]1[CH:12]=[C:11]([C:13]([O:15]CC)=[CH2:14])[N:10]=[N:9][C:8]=1[O:18][CH3:19])([CH3:4])([CH3:3])[CH3:2].Cl.O1CCOCC1, predict the reaction product. The product is: [C:1]([O:5][CH2:6][C:7]1[CH:12]=[C:11]([C:13](=[O:15])[CH3:14])[N:10]=[N:9][C:8]=1[O:18][CH3:19])([CH3:4])([CH3:2])[CH3:3]. (4) Given the reactants [CH3:1][S:2][CH2:3][C:4]1[CH:5]=[CH:6][CH:7]=[C:8]2[C:12]=1[NH:11][CH:10]=[CH:9]2.[CH:13]1([C:16]([C:19]2[CH:29]=[CH:28][C:22]3[O:23][C:24]([F:27])([F:26])[O:25][C:21]=3[CH:20]=2)(O)[CH3:17])[CH2:15][CH2:14]1.C1(C(C2C3C(=C(CSC)C=CC=3)NC=2)(C2C=CC(OC)=C(F)C=2)C)CC1, predict the reaction product. The product is: [CH:13]1([C:16]([C:9]2[C:8]3[C:12](=[C:4]([CH2:3][S:2][CH3:1])[CH:5]=[CH:6][CH:7]=3)[NH:11][CH:10]=2)([C:19]2[CH:29]=[CH:28][C:22]3[O:23][C:24]([F:26])([F:27])[O:25][C:21]=3[CH:20]=2)[CH3:17])[CH2:15][CH2:14]1. (5) Given the reactants [Cl:1][C:2]1[CH:7]=[CH:6][C:5]([S:8]([N:11]2[CH:16]3[CH2:17][CH2:18][CH2:19][CH:12]2[CH2:13][C:14](=[O:20])[CH2:15]3)(=[O:10])=[O:9])=[CH:4][CH:3]=1.[CH:21](OCC)=[O:22].CC[O-].[Na+], predict the reaction product. The product is: [Cl:1][C:2]1[CH:3]=[CH:4][C:5]([S:8]([N:11]2[CH:16]3[CH2:17][CH2:18][CH2:19][CH:12]2[C:13](=[CH:21][OH:22])[C:14](=[O:20])[CH2:15]3)(=[O:9])=[O:10])=[CH:6][CH:7]=1. (6) Given the reactants [CH3:1][NH:2][CH:3]1[CH2:8][CH2:7][CH2:6][CH:5]([C:9]2[C:17]3[C:12](=[CH:13][CH:14]=[C:15]([NH:18][C:19]([C:21]4[S:22][CH:23]=[CH:24][CH:25]=4)=[NH:20])[CH:16]=3)[NH:11][CH:10]=2)[CH2:4]1.[ClH:26], predict the reaction product. The product is: [ClH:26].[ClH:26].[CH3:1][NH:2][CH:3]1[CH2:8][CH2:7][CH2:6][CH:5]([C:9]2[C:17]3[C:12](=[CH:13][CH:14]=[C:15]([NH:18][C:19]([C:21]4[S:22][CH:23]=[CH:24][CH:25]=4)=[NH:20])[CH:16]=3)[NH:11][CH:10]=2)[CH2:4]1.